This data is from Forward reaction prediction with 1.9M reactions from USPTO patents (1976-2016). The task is: Predict the product of the given reaction. (1) Given the reactants C([N:8]1[CH2:17][CH2:16][C:15]2[C:10](=[C:11]([F:18])[CH:12]=[CH:13][CH:14]=2)[CH:9]1[C:19]1[CH:24]=[CH:23][C:22]([C:25]([F:28])([F:27])[F:26])=[CH:21][CH:20]=1)C1C=CC=CC=1, predict the reaction product. The product is: [F:18][C:11]1[CH:12]=[CH:13][CH:14]=[C:15]2[C:10]=1[CH:9]([C:19]1[CH:24]=[CH:23][C:22]([C:25]([F:28])([F:26])[F:27])=[CH:21][CH:20]=1)[NH:8][CH2:17][CH2:16]2. (2) Given the reactants [O:1]1[C:5]2[CH:6]=[CH:7][CH:8]=[C:9]([CH2:10][NH:11][C:12]3[CH:17]=[CH:16][CH:15]=[CH:14][C:13]=3[O:18][C:19]3[CH:24]=[CH:23][CH:22]=[CH:21][CH:20]=3)[C:4]=2[O:3][CH2:2]1.C(N(CC)CC)C.[Br:32][CH2:33][C:34](Cl)=[O:35], predict the reaction product. The product is: [O:1]1[C:5]2[CH:6]=[CH:7][CH:8]=[C:9]([CH2:10][N:11]([C:12]3[CH:17]=[CH:16][CH:15]=[CH:14][C:13]=3[O:18][C:19]3[CH:24]=[CH:23][CH:22]=[CH:21][CH:20]=3)[C:34](=[O:35])[CH2:33][Br:32])[C:4]=2[O:3][CH2:2]1. (3) Given the reactants C[O:2][C:3](=[O:36])[CH2:4][CH2:5][C:6]1[CH:11]=[CH:10][C:9]([O:12][CH2:13][CH2:14][C@H:15]([O:17][C:18]2[CH:23]=[CH:22][C:21]([CH2:24][CH3:25])=[CH:20][C:19]=2[C:26]([CH3:34])([C:28]2[CH:33]=[CH:32][CH:31]=[CH:30][CH:29]=2)[CH3:27])[CH3:16])=[CH:8][C:7]=1[CH3:35].[OH-].[Na+].Cl, predict the reaction product. The product is: [CH2:24]([C:21]1[CH:22]=[CH:23][C:18]([O:17][C@H:15]([CH3:16])[CH2:14][CH2:13][O:12][C:9]2[CH:10]=[CH:11][C:6]([CH2:5][CH2:4][C:3]([OH:36])=[O:2])=[C:7]([CH3:35])[CH:8]=2)=[C:19]([C:26]([CH3:27])([C:28]2[CH:29]=[CH:30][CH:31]=[CH:32][CH:33]=2)[CH3:34])[CH:20]=1)[CH3:25]. (4) Given the reactants Cl[C:2]1[CH:3]=[CH:4][C:5]([OH:19])=[C:6]([CH2:8][C:9]2[S:10][CH:11]=[C:12]([C:14]([O:16][CH2:17][CH3:18])=[O:15])[N:13]=2)[CH:7]=1.[Br:20]C1C=CC(O)=C(CC2SC=C(C(O)=O)N=2)C=1, predict the reaction product. The product is: [Br:20][C:2]1[CH:3]=[CH:4][C:5]([OH:19])=[C:6]([CH2:8][C:9]2[S:10][CH:11]=[C:12]([C:14]([O:16][CH2:17][CH3:18])=[O:15])[N:13]=2)[CH:7]=1. (5) Given the reactants [NH:1]([CH2:5][CH2:6][OH:7])[CH2:2][CH2:3][OH:4].F[C:9]1[CH:14]=[CH:13][C:12]([N+:15]([O-:17])=[O:16])=[CH:11][CH:10]=1, predict the reaction product. The product is: [N+:15]([C:12]1[CH:13]=[CH:14][C:9]([N:1]([CH2:5][CH2:6][OH:7])[CH2:2][CH2:3][OH:4])=[CH:10][CH:11]=1)([O-:17])=[O:16]. (6) Given the reactants C[O:2][C:3]([C:5]1[CH:25]=[CH:24][C:8]2[N:9]([CH3:23])[C:10](=[O:22])[N:11]([CH2:15][C:16]3[CH:21]=[CH:20][CH:19]=[CH:18][CH:17]=3)[S:12](=[O:14])(=[O:13])[C:7]=2[CH:6]=1)=[O:4].[OH-].[Na+], predict the reaction product. The product is: [CH2:15]([N:11]1[C:10](=[O:22])[N:9]([CH3:23])[C:8]2[CH:24]=[CH:25][C:5]([C:3]([OH:4])=[O:2])=[CH:6][C:7]=2[S:12]1(=[O:14])=[O:13])[C:16]1[CH:17]=[CH:18][CH:19]=[CH:20][CH:21]=1. (7) Given the reactants [CH:1]([Si:4]([CH:39]([CH3:41])[CH3:40])([CH:36]([CH3:38])[CH3:37])[O:5][CH2:6][C@@H:7]([O:28][CH2:29][C:30]1[CH:35]=[CH:34][CH:33]=[CH:32][CH:31]=1)[C@@H:8]([O:20][CH2:21][C:22]1[CH:27]=[CH:26][CH:25]=[CH:24][CH:23]=1)[C@@H:9]([O:12][CH2:13][C:14]1[CH:19]=[CH:18][CH:17]=[CH:16][CH:15]=1)[CH:10]=[CH2:11])([CH3:3])[CH3:2].CC(C)=O.[OH2:46].C(O)(C)(C)C.C[N+]1([O-])CCOCC1.[Cl-].[Na+].[OH2:62], predict the reaction product. The product is: [CH2:13]([O:12][C@H:9]([C@H:8]([O:20][CH2:21][C:22]1[CH:23]=[CH:24][CH:25]=[CH:26][CH:27]=1)[C@H:7]([O:28][CH2:29][C:30]1[CH:31]=[CH:32][CH:33]=[CH:34][CH:35]=1)[CH2:6][O:5][Si:4]([CH:36]([CH3:38])[CH3:37])([CH:1]([CH3:2])[CH3:3])[CH:39]([CH3:41])[CH3:40])[CH:10]([OH:62])[CH2:11][OH:46])[C:14]1[CH:15]=[CH:16][CH:17]=[CH:18][CH:19]=1. (8) Given the reactants Cl[C:2]1[CH:27]=[CH:26][C:5]([C:6]([NH:8][CH2:9][C:10]2([C:16]3[CH:21]=[CH:20][CH:19]=[C:18]([C:22]([F:25])([F:24])[F:23])[CH:17]=3)[CH2:15][CH2:14][O:13][CH2:12][CH2:11]2)=[O:7])=[CH:4][N:3]=1.FC(F)(F)C1C=[C:32]([C:36]2([CH2:42][NH2:43])CCOCC2)C=CC=1.Cl[C:47]1C=CC(C(O)=O)=C[N:48]=1.N1(O)C2C=CC=CC=2N=N1.C(N(C(C)C)CC)(C)C.Cl.CN(C)CCCN=C=NCC.C(=O)(O)[O-].[Na+], predict the reaction product. The product is: [CH3:32][C:36]1[N:48]=[CH:47][N:43]([C:2]2[CH:27]=[CH:26][C:5]([C:6]([NH:8][CH2:9][C:10]3([C:16]4[CH:21]=[CH:20][CH:19]=[C:18]([C:22]([F:23])([F:24])[F:25])[CH:17]=4)[CH2:11][CH2:12][O:13][CH2:14][CH2:15]3)=[O:7])=[CH:4][N:3]=2)[CH:42]=1. (9) Given the reactants S(Cl)([Cl:3])=O.CN(C)C=O.[F:10][C:11]1[CH:16]=[C:15]([C:17]2[O:21][N:20]=[C:19]([C:22]3[CH:27]=[CH:26][C:25]([CH2:28]O)=[CH:24][CH:23]=3)[N:18]=2)[CH:14]=[CH:13][C:12]=1[C:30]1[CH:35]=[CH:34][CH:33]=[CH:32][CH:31]=1, predict the reaction product. The product is: [Cl:3][CH2:28][C:25]1[CH:26]=[CH:27][C:22]([C:19]2[N:18]=[C:17]([C:15]3[CH:14]=[CH:13][C:12]([C:30]4[CH:35]=[CH:34][CH:33]=[CH:32][CH:31]=4)=[C:11]([F:10])[CH:16]=3)[O:21][N:20]=2)=[CH:23][CH:24]=1. (10) Given the reactants [C:1]([C:3]1[CH:4]=[N:5][N:6]2[C:11]([C:12]([F:15])([F:14])[F:13])=[CH:10][C:9]([C:16]3[CH:21]=[CH:20][C:19]([C:22]([F:25])([F:24])[F:23])=[CH:18][CH:17]=3)=[N:8][C:7]=12)#[CH:2].[CH3:26][C:27]([NH:29][C:30]1[CH:35]=[CH:34][C:33](Br)=[CH:32][CH:31]=1)=[O:28], predict the reaction product. The product is: [F:15][C:12]([F:14])([F:13])[C:11]1[N:6]2[N:5]=[CH:4][C:3]([C:1]#[C:2][C:33]3[CH:34]=[CH:35][C:30]([NH:29][C:27](=[O:28])[CH3:26])=[CH:31][CH:32]=3)=[C:7]2[N:8]=[C:9]([C:16]2[CH:21]=[CH:20][C:19]([C:22]([F:25])([F:24])[F:23])=[CH:18][CH:17]=2)[CH:10]=1.